Dataset: Forward reaction prediction with 1.9M reactions from USPTO patents (1976-2016). Task: Predict the product of the given reaction. The product is: [CH:16]1([C:2]2[CH:10]=[CH:9][C:5]([C:6]([OH:8])=[O:7])=[CH:4][CH:3]=2)[CH2:15][CH2:14][CH2:13][CH:12]=[CH:11]1. Given the reactants I[C:2]1[CH:10]=[CH:9][C:5]([C:6]([OH:8])=[O:7])=[CH:4][CH:3]=1.[CH:11]1[CH2:16][CH2:15][CH2:14][CH2:13][CH:12]=1, predict the reaction product.